From a dataset of Full USPTO retrosynthesis dataset with 1.9M reactions from patents (1976-2016). Predict the reactants needed to synthesize the given product. (1) Given the product [F:35][C:2]([F:1])([CH2:8][C:9]1[CH:14]=[CH:13][C:12]([C:15]2[N:19]([C:20]3[CH:25]=[CH:24][C:23]([O:26][CH:27]([CH3:29])[CH3:28])=[C:22]([C:30]([F:31])([F:32])[F:33])[CH:21]=3)[CH2:18][O:17][N:16]=2)=[C:11]([CH3:34])[CH:10]=1)[C:3]([OH:5])=[O:4], predict the reactants needed to synthesize it. The reactants are: [F:1][C:2]([F:35])([CH2:8][C:9]1[CH:14]=[CH:13][C:12]([C:15]2[N:19]([C:20]3[CH:25]=[CH:24][C:23]([O:26][CH:27]([CH3:29])[CH3:28])=[C:22]([C:30]([F:33])([F:32])[F:31])[CH:21]=3)[CH2:18][O:17][N:16]=2)=[C:11]([CH3:34])[CH:10]=1)[C:3]([O:5]CC)=[O:4].C(OC1C=CC(C2N=C(C3C=CC(CCC(OC)=O)=CC=3C)ON=2)=CC=1C(F)(F)F)(C)C. (2) Given the product [NH2:20][C@H:19]([C:38](=[O:73])[NH:39][CH2:40][CH2:41][CH2:42][CH2:43][C@@H:44]([C:66]([O:68][C:69]([CH3:72])([CH3:71])[CH3:70])=[O:67])[NH:45][C:46](=[O:65])[NH:47][C@H:48]([C:58]([O:60][C:61]([CH3:64])([CH3:63])[CH3:62])=[O:59])[CH2:49][CH2:50][C:51]([O:53][C:54]([CH3:55])([CH3:56])[CH3:57])=[O:52])[CH2:18][CH2:17][CH2:16][CH2:15][N:14]([CH2:13][C:9]1[N:8]([CH2:7][C:6]([O:5][C:1]([CH3:2])([CH3:3])[CH3:4])=[O:88])[CH:12]=[CH:11][N:10]=1)[CH2:74][C:75]1[N:76]([CH2:80][C:81]([O:82][C:83]([CH3:86])([CH3:85])[CH3:84])=[O:87])[CH:77]=[CH:78][N:79]=1, predict the reactants needed to synthesize it. The reactants are: [C:1]([O:5][C:6](=[O:88])[CH2:7][N:8]1[CH:12]=[CH:11][N:10]=[C:9]1[CH2:13][N:14]([CH2:74][C:75]1[N:76]([CH2:80][C:81](=[O:87])[O:82][C:83]([CH3:86])([CH3:85])[CH3:84])[CH:77]=[CH:78][N:79]=1)[CH2:15][CH2:16][CH2:17][CH2:18][C@@H:19]([C:38](=[O:73])[NH:39][CH2:40][CH2:41][CH2:42][CH2:43][C@@H:44]([C:66]([O:68][C:69]([CH3:72])([CH3:71])[CH3:70])=[O:67])[NH:45][C:46](=[O:65])[NH:47][C@H:48]([C:58]([O:60][C:61]([CH3:64])([CH3:63])[CH3:62])=[O:59])[CH2:49][CH2:50][C:51]([O:53][C:54]([CH3:57])([CH3:56])[CH3:55])=[O:52])[NH:20]C(=O)OCC1C2C=CC=CC=2C2C1=CC=CC=2)([CH3:4])([CH3:3])[CH3:2].N1CCCCC1.